From a dataset of Full USPTO retrosynthesis dataset with 1.9M reactions from patents (1976-2016). Predict the reactants needed to synthesize the given product. (1) Given the product [NH2:25][C:24]1[C:19]2[C:18](=[O:30])[N:17]([C:14]3[CH:15]=[CH:16][C:11]([C@H:8]4[CH2:7][CH2:6][C@H:5]([CH2:4][C:3]([OH:31])=[O:2])[CH2:10][CH2:9]4)=[CH:12][CH:13]=3)[CH:28]([CH3:29])[CH2:27][C:20]=2[N:21]=[C:22]([CH3:26])[N:23]=1, predict the reactants needed to synthesize it. The reactants are: C[O:2][C:3](=[O:31])[CH2:4][C@H:5]1[CH2:10][CH2:9][C@H:8]([C:11]2[CH:16]=[CH:15][C:14]([N:17]3[CH:28]([CH3:29])[CH2:27][C:20]4[N:21]=[C:22]([CH3:26])[N:23]=[C:24]([NH2:25])[C:19]=4[C:18]3=[O:30])=[CH:13][CH:12]=2)[CH2:7][CH2:6]1.[OH-].[Na+]. (2) Given the product [CH3:25][O:26][C:27](=[O:39])[C:28]1[C:33]([C:34]([F:35])([F:36])[F:37])=[CH:32][C:31]([O:8][C:6]2[CH:5]=[CH:4][C:3]([CH:9]([CH3:24])[C:10]([OH:15])([C:16]3[CH:17]=[CH:18][C:19](=[O:23])[N:20]([CH3:22])[CH:21]=3)[C:11]([F:13])([F:14])[F:12])=[C:2]([Cl:1])[CH:7]=2)=[N:30][CH:29]=1, predict the reactants needed to synthesize it. The reactants are: [Cl:1][C:2]1[CH:7]=[C:6]([OH:8])[CH:5]=[CH:4][C:3]=1[CH:9]([CH3:24])[C:10]([C:16]1[CH:17]=[CH:18][C:19](=[O:23])[N:20]([CH3:22])[CH:21]=1)([OH:15])[C:11]([F:14])([F:13])[F:12].[CH3:25][O:26][C:27](=[O:39])[C:28]1[C:33]([C:34]([F:37])([F:36])[F:35])=[CH:32][C:31](Cl)=[N:30][CH:29]=1.C(N(CC)CC)C.N12CCN(CC1)CC2. (3) Given the product [Br:24][C:7]1[C:2]([Cl:1])=[CH:3][C:4]([NH2:16])=[N:5][C:6]=1[C:8]#[C:9][C:10]1[CH:11]=[CH:12][CH:13]=[CH:14][CH:15]=1, predict the reactants needed to synthesize it. The reactants are: [Cl:1][C:2]1[CH:7]=[C:6]([C:8]#[C:9][C:10]2[CH:15]=[CH:14][CH:13]=[CH:12][CH:11]=2)[N:5]=[C:4]([NH2:16])[CH:3]=1.C1C(=O)N([Br:24])C(=O)C1.